From a dataset of Forward reaction prediction with 1.9M reactions from USPTO patents (1976-2016). Predict the product of the given reaction. Given the reactants C1(S(CC2C(C(OCC)=O)=C(O)C([C:23]3[CH:27]=[CH:26][O:25][CH:24]=3)=CC=2)(=O)=O)C=CC=CC=1.Br[C:29]1[C:30]([O:48][CH3:49])=[C:31]([C:36]([CH2:39][S:40]([N:43]2[CH2:47][CH2:46][CH2:45][CH2:44]2)(=[O:42])=[O:41])=[CH:37][CH:38]=1)[C:32]([O:34][CH3:35])=[O:33], predict the reaction product. The product is: [O:25]1[CH:26]=[CH:27][C:23]([C:29]2[C:30]([O:48][CH3:49])=[C:31]([C:36]([CH2:39][S:40]([N:43]3[CH2:47][CH2:46][CH2:45][CH2:44]3)(=[O:42])=[O:41])=[CH:37][CH:38]=2)[C:32]([O:34][CH3:35])=[O:33])=[CH:24]1.